Dataset: Catalyst prediction with 721,799 reactions and 888 catalyst types from USPTO. Task: Predict which catalyst facilitates the given reaction. (1) Reactant: [C:1]([C:3]1[C:4]([NH:19][C:20]2[CH:21]=[C:22]([CH:28]=[CH:29][C:30]=2[CH3:31])[C:23]([NH:25][O:26][CH3:27])=[O:24])=[N:5][C:6](S(C)=O)=[N:7][C:8]=1[N:9]([CH2:11][C:12]([CH3:15])([CH3:14])[CH3:13])[CH3:10])#[N:2].[CH3:32][N:33]1[CH2:39][CH2:38][CH2:37][NH:36][CH2:35][CH2:34]1. Product: [C:1]([C:3]1[C:4]([NH:19][C:20]2[CH:21]=[C:22]([CH:28]=[CH:29][C:30]=2[CH3:31])[C:23]([NH:25][O:26][CH3:27])=[O:24])=[N:5][C:6]([N:36]2[CH2:37][CH2:38][CH2:39][N:33]([CH3:32])[CH2:34][CH2:35]2)=[N:7][C:8]=1[N:9]([CH2:11][C:12]([CH3:15])([CH3:14])[CH3:13])[CH3:10])#[N:2]. The catalyst class is: 1. (2) Reactant: [NH2:1][C:2]1[C:3]([OH:12])=[C:4]([CH:9]=[CH:10][CH:11]=1)[C:5]([O:7][CH3:8])=[O:6].N1C=CC=CC=1.Cl[C:20]([C:22]1[CH:27]=[CH:26][C:25]([CH:28]2[CH2:32][CH2:31][CH2:30][N:29]2[C:33]([O:35][CH2:36][C:37]2[CH:42]=[CH:41][CH:40]=[CH:39][CH:38]=2)=[O:34])=[CH:24][C:23]=1[F:43])=[O:21]. Product: [F:43][C:23]1[CH:24]=[C:25]([CH:28]2[CH2:32][CH2:31][CH2:30][N:29]2[C:33]([O:35][CH2:36][C:37]2[CH:38]=[CH:39][CH:40]=[CH:41][CH:42]=2)=[O:34])[CH:26]=[CH:27][C:22]=1[C:20](=[O:21])[NH:1][C:2]1[CH:11]=[CH:10][CH:9]=[C:4]([C:5]([O:7][CH3:8])=[O:6])[C:3]=1[OH:12]. The catalyst class is: 4. (3) Reactant: [CH3:1][C:2]1[CH:3]=[C:4]([CH:27]=[CH:28][C:29]=1[CH3:30])[CH2:5][N:6]1[C:10]([CH3:11])=[C:9]([CH2:12][CH2:13][CH2:14][C:15]2[CH:20]=[CH:19][C:18]([O:21]C)=[CH:17][CH:16]=2)[N:8]([CH2:23][CH2:24][CH3:25])[C:7]1=[O:26].B(Br)(Br)Br. Product: [CH3:1][C:2]1[CH:3]=[C:4]([CH:27]=[CH:28][C:29]=1[CH3:30])[CH2:5][N:6]1[C:10]([CH3:11])=[C:9]([CH2:12][CH2:13][CH2:14][C:15]2[CH:16]=[CH:17][C:18]([OH:21])=[CH:19][CH:20]=2)[N:8]([CH2:23][CH2:24][CH3:25])[C:7]1=[O:26]. The catalyst class is: 158. (4) Reactant: [F:1][C:2]([F:27])([F:26])[C:3]1[CH:4]=[CH:5][C:6]([O:9][C:10]2[CH:15]=[CH:14][C:13]([O:16][C:17]([N:19]3[CH2:24][CH2:23][CH:22]([OH:25])[CH2:21][CH2:20]3)=[O:18])=[CH:12][CH:11]=2)=[N:7][CH:8]=1.[CH2:28]([O:30][C:31](=[O:39])[C:32]1[CH:37]=[CH:36][CH:35]=[C:34](O)[CH:33]=1)[CH3:29]. Product: [F:27][C:2]([F:1])([F:26])[C:3]1[CH:4]=[CH:5][C:6]([O:9][C:10]2[CH:11]=[CH:12][C:13]([O:16][C:17]([N:19]3[CH2:20][CH2:21][CH:22]([O:25][C:36]4[CH:35]=[CH:34][CH:33]=[C:32]([C:31]([O:30][CH2:28][CH3:29])=[O:39])[CH:37]=4)[CH2:23][CH2:24]3)=[O:18])=[CH:14][CH:15]=2)=[N:7][CH:8]=1. The catalyst class is: 13. (5) Reactant: [Br:1][C:2]1[C:9]([C:10]#[N:11])=[C:8]([OH:12])[C:7]([O:13]C)=[CH:6][C:3]=1[C:4]#[N:5].[Cl-].[Al+3].[Cl-].[Cl-].[I].[Na].Cl.S([O-])([O-])(=O)=O.[Na+].[Na+]. Product: [Br:1][C:2]1[C:9]([C:10]#[N:11])=[C:8]([OH:12])[C:7]([OH:13])=[CH:6][C:3]=1[C:4]#[N:5]. The catalyst class is: 192. (6) Reactant: [NH2:1][C:2]1[CH:7]=[CH:6][C:5]([OH:8])=[CH:4][C:3]=1[N+:9]([O-:11])=[O:10].CCN([CH:18]([CH3:20])[CH3:19])C(C)C.[CH2:21]([O:23][C:24]1[CH:25]=[C:26]([CH:32]=[CH:33][CH:34]=1)[O:27][CH2:28][C:29](Cl)=[O:30])[CH3:22].[C:35]([O-:38])(O)=O.[Na+]. Product: [CH2:21]([O:23][C:24]1[CH:25]=[C:26]([CH:20]=[CH:18][CH:19]=1)[O:27][CH2:28][C:35]([O:8][C:5]1[CH:6]=[CH:7][C:2]([NH:1][C:29](=[O:30])[CH2:28][O:27][C:26]2[CH:32]=[CH:33][CH:34]=[C:24]([O:23][CH2:21][CH3:22])[CH:25]=2)=[C:3]([N+:9]([O-:11])=[O:10])[CH:4]=1)=[O:38])[CH3:22]. The catalyst class is: 2. (7) Reactant: [NH2:1][C:2]1[CH:3]=[N:4][C:5]2[C:10]([C:11]=1[NH:12][C:13]1[CH:18]=[CH:17][C:16]([C:19]([CH3:23])([CH3:22])[C:20]#[N:21])=[CH:15][CH:14]=1)=[CH:9][C:8]([Br:24])=[CH:7][CH:6]=2.C(N(CC)CC)C.Cl[C:33](OC(Cl)(Cl)Cl)=[O:34]. Product: [Br:24][C:8]1[CH:7]=[CH:6][C:5]2[N:4]=[CH:3][C:2]3[NH:1][C:33](=[O:34])[N:12]([C:13]4[CH:14]=[CH:15][C:16]([C:19]([CH3:22])([CH3:23])[C:20]#[N:21])=[CH:17][CH:18]=4)[C:11]=3[C:10]=2[CH:9]=1. The catalyst class is: 2.